Dataset: Forward reaction prediction with 1.9M reactions from USPTO patents (1976-2016). Task: Predict the product of the given reaction. (1) The product is: [C:1]([CH:3]([CH2:9][CH2:10]/[C:11](/[C:13]1[CH:18]=[CH:17][CH:16]=[C:15]([O:19][CH3:20])[CH:14]=1)=[N:27]\[S@@:25]([C:22]([CH3:24])([CH3:23])[CH3:21])=[O:26])[C:4]([O:6][CH2:7][CH3:8])=[O:5])#[N:2]. Given the reactants [C:1]([CH:3]([CH2:9][CH2:10][C:11]([C:13]1[CH:18]=[CH:17][CH:16]=[C:15]([O:19][CH3:20])[CH:14]=1)=O)[C:4]([O:6][CH2:7][CH3:8])=[O:5])#[N:2].[CH3:21][C:22]([S@:25]([NH2:27])=[O:26])([CH3:24])[CH3:23], predict the reaction product. (2) Given the reactants CCN(C(C)C)C(C)C.[N:10]1[CH:15]=[CH:14][CH:13]=[C:12]([N:16]2[CH:20]=[C:19]([C:21]([NH:23][CH2:24][C:25]([OH:27])=O)=[O:22])[N:18]=[N:17]2)[CH:11]=1.NC1C=NC=CC=1.C1C=CC2N(O)N=NC=2C=1.CCN=C=NCCCN(C)C.Cl.[F:57][C:58]1[CH:70]=[CH:69][C:61]([O:62][CH:63]2[CH2:68][CH2:67][NH:66][CH2:65][CH2:64]2)=[CH:60][C:59]=1[C:71]([F:74])([F:73])[F:72].Cl.ClC1C=CC=CC=1OC1CCNCC1, predict the reaction product. The product is: [F:57][C:58]1[CH:70]=[CH:69][C:61]([O:62][CH:63]2[CH2:68][CH2:67][N:66]([C:25](=[O:27])[CH2:24][NH:23][C:21]([C:19]3[N:18]=[N:17][N:16]([C:12]4[CH:11]=[N:10][CH:15]=[CH:14][CH:13]=4)[CH:20]=3)=[O:22])[CH2:65][CH2:64]2)=[CH:60][C:59]=1[C:71]([F:74])([F:72])[F:73]. (3) The product is: [Cl:17][C:18]1[N:23]=[C:22]([NH:1][C:2]2[CH:3]=[C:4]([N:8]([CH3:16])[C:9](=[O:15])[O:10][C:11]([CH3:12])([CH3:13])[CH3:14])[CH:5]=[CH:6][CH:7]=2)[C:21]([F:25])=[CH:20][N:19]=1. Given the reactants [NH2:1][C:2]1[CH:3]=[C:4]([N:8]([CH3:16])[C:9](=[O:15])[O:10][C:11]([CH3:14])([CH3:13])[CH3:12])[CH:5]=[CH:6][CH:7]=1.[Cl:17][C:18]1[N:23]=[C:22](Cl)[C:21]([F:25])=[CH:20][N:19]=1.CCN(C(C)C)C(C)C.CCCCCC.C(OCC)(=O)C, predict the reaction product. (4) Given the reactants C(CC[N:5]1[C:9]([CH2:10][N:11]([CH2:19][CH3:20])[C:12](=[O:18])[O:13][C:14]([CH3:17])(C)C)=[N:8][N:7]=[N:6]1)#N.[OH-].[Na+].[CH2:23]1COC[CH2:24]1, predict the reaction product. The product is: [CH2:19]([N:11]([CH2:10][C:9]1[NH:5][N:6]=[N:7][N:8]=1)[C:12](=[O:18])[O:13][CH2:14][CH2:17][CH2:23][CH3:24])[CH3:20].